Task: Predict the reaction yield, written as a fraction of the theoretical maximum amount of product (1.0 means a 100% yield; for example, 0.34 means a 34% yield).. Dataset: Reaction yield outcomes from USPTO patents with 853,638 reactions The reactants are C(OC([N:8]1[CH2:13][CH2:12][CH:11]([CH2:14][CH2:15][O:16][CH:17]2[CH2:22][CH2:21][CH2:20][CH2:19][CH2:18]2)[CH2:10][CH2:9]1)=O)(C)(C)C.Cl.CCOCC. The catalyst is CO. The product is [CH:17]1([O:16][CH2:15][CH2:14][CH:11]2[CH2:10][CH2:9][NH:8][CH2:13][CH2:12]2)[CH2:22][CH2:21][CH2:20][CH2:19][CH2:18]1. The yield is 0.300.